From a dataset of Reaction yield outcomes from USPTO patents with 853,638 reactions. Predict the reaction yield, written as a fraction of the theoretical maximum amount of product (1.0 means a 100% yield; for example, 0.34 means a 34% yield). (1) The reactants are [CH3:1][S-:2].[Na+].[CH:4]12[CH2:13][CH:8]3[CH2:9][CH:10]([CH2:12][CH:6]([CH2:7]3)[CH:5]1[NH:14][C:15]([C:17]1[C:18](Cl)=[N:19][C:20]([Cl:23])=[CH:21][CH:22]=1)=[O:16])[CH2:11]2. The product is [CH:4]12[CH2:13][CH:8]3[CH2:9][CH:10]([CH2:12][CH:6]([CH2:7]3)[CH:5]1[NH:14][C:15]([C:17]1[C:18]([S:2][CH3:1])=[N:19][C:20]([Cl:23])=[CH:21][CH:22]=1)=[O:16])[CH2:11]2. The yield is 0.555. The catalyst is CC(N(C)C)=O.CCOC(C)=O. (2) The reactants are [Br:1][C:2]1[CH:3]=[CH:4][C:5]([O:8][C:9]2[CH:10]=[C:11]([CH:26]=[CH:27][CH:28]=2)[CH:12]=[C:13]2[CH2:18][CH2:17][N:16](C(OC(C)(C)C)=O)[CH2:15][CH2:14]2)=[N:6][CH:7]=1.[F:29][C:30]([F:35])([F:34])[C:31]([OH:33])=[O:32].C1(C)C=CC=CC=1. The catalyst is C(Cl)Cl. The product is [F:29][C:30]([F:35])([F:34])[C:31]([OH:33])=[O:32].[Br:1][C:2]1[CH:3]=[CH:4][C:5]([O:8][C:9]2[CH:28]=[CH:27][CH:26]=[C:11]([CH:12]=[C:13]3[CH2:14][CH2:15][NH:16][CH2:17][CH2:18]3)[CH:10]=2)=[N:6][CH:7]=1. The yield is 1.00. (3) The reactants are Cl.Cl.[CH2:3]([C@:5]1([C:11]([N:13]2[CH2:18][CH2:17][N:16]([C:19]3[CH:24]=[C:23]([C:25]([F:28])([F:27])[F:26])[CH:22]=[CH:21][N:20]=3)[CH2:15][CH2:14]2)=[O:12])[CH2:9][CH2:8][C@H:7]([NH2:10])[CH2:6]1)[CH3:4].[CH3:29][CH:30]1[C:35](=O)[CH2:34][CH2:33][O:32][CH2:31]1.C(N(CC)CC)C.C(O[BH-](OC(=O)C)OC(=O)C)(=O)C.[Na+]. The catalyst is C(Cl)Cl. The product is [CH2:3]([C@:5]1([C:11]([N:13]2[CH2:18][CH2:17][N:16]([C:19]3[CH:24]=[C:23]([C:25]([F:28])([F:27])[F:26])[CH:22]=[CH:21][N:20]=3)[CH2:15][CH2:14]2)=[O:12])[CH2:9][CH2:8][C@H:7]([NH:10][CH:35]2[CH2:34][CH2:33][O:32][CH2:31][CH:30]2[CH3:29])[CH2:6]1)[CH3:4]. The yield is 0.400. (4) The reactants are O[C:2]1[C:3]2[C:4](=[C:8]([C:12]([O:14][CH2:15][CH3:16])=[O:13])[S:9][C:10]=2[CH3:11])[N:5]=[CH:6][N:7]=1.N1C(C)=CC=CC=1C.C(#N)C.P(Cl)(Cl)(Cl)=O.C(N(CC)C(C)C)(C)C.[CH3:42][O:43][C:44]1[CH:51]=[C:50]([O:52][CH3:53])[CH:49]=[CH:48][C:45]=1[CH2:46][NH2:47]. No catalyst specified. The product is [CH3:42][O:43][C:44]1[CH:51]=[C:50]([O:52][CH3:53])[CH:49]=[CH:48][C:45]=1[CH2:46][NH:47][C:2]1[C:3]2[C:4](=[C:8]([C:12]([O:14][CH2:15][CH3:16])=[O:13])[S:9][C:10]=2[CH3:11])[N:5]=[CH:6][N:7]=1. The yield is 0.850. (5) The reactants are [CH:1]1([NH:4][C:5]([C:7]2[C:8](=[O:23])[N:9]([C:15]3[CH:20]=[C:19]([F:21])[CH:18]=[C:17]([F:22])[CH:16]=3)[C:10]([CH3:14])=[C:11](I)[CH:12]=2)=[O:6])[CH2:3][CH2:2]1.[C@@H]1(N)CCCC[C@H]1N.[SH:32][C:33]1[CH:40]=[CH:39][C:36]([C:37]#[N:38])=[CH:35][CH:34]=1.[OH2:41]. The catalyst is C(#N)C.[Cu]I. The product is [C:37]([C:36]1[CH:39]=[CH:40][C:33]([S:32]([C:11]2[CH:12]=[C:7]([C:5]([NH:4][CH:1]3[CH2:3][CH2:2]3)=[O:6])[C:8](=[O:23])[N:9]([C:15]3[CH:20]=[C:19]([F:21])[CH:18]=[C:17]([F:22])[CH:16]=3)[C:10]=2[CH3:14])=[O:41])=[CH:34][CH:35]=1)#[N:38]. The yield is 0.0700. (6) The reactants are [CH:1]1([CH2:7][N:8]2[C:12]([CH3:13])=[CH:11][CH:10]=[C:9]2[C:14]2[CH:19]=[C:18]([C:20]([CH3:23])([CH3:22])[CH3:21])[CH:17]=[C:16]([C:24]([CH3:27])([CH3:26])[CH3:25])[CH:15]=2)[CH2:6][CH2:5][CH2:4][CH2:3][CH2:2]1.Cl[S:29]([OH:32])(=[O:31])=[O:30].CC(=O)OCC.O. The catalyst is C1COCC1. The product is [CH:1]1([CH2:7][N:8]2[C:9]([C:14]3[CH:19]=[C:18]([C:20]([CH3:21])([CH3:23])[CH3:22])[CH:17]=[C:16]([C:24]([CH3:27])([CH3:26])[CH3:25])[CH:15]=3)=[CH:10][C:11]([S:29]([OH:32])(=[O:31])=[O:30])=[C:12]2[CH3:13])[CH2:6][CH2:5][CH2:4][CH2:3][CH2:2]1. The yield is 0.830.